This data is from Full USPTO retrosynthesis dataset with 1.9M reactions from patents (1976-2016). The task is: Predict the reactants needed to synthesize the given product. (1) The reactants are: [OH:1][C:2]1[CH:10]=[CH:9][CH:8]=[C:7]2[C:3]=1[CH2:4][CH2:5][NH:6]2.OC1C=C2C(=CC=1)N([CH2:21][C:22]1([NH:30][C:31](=[O:37])[O:32][C:33]([CH3:36])([CH3:35])[CH3:34])[CH2:27][O:26][C:25]([CH3:29])([CH3:28])[O:24][CH2:23]1)CC2. Given the product [OH:1][C:2]1[CH:10]=[CH:9][CH:8]=[C:7]2[C:3]=1[CH2:4][CH2:5][N:6]2[CH2:21][C:22]1([NH:30][C:31](=[O:37])[O:32][C:33]([CH3:36])([CH3:35])[CH3:34])[CH2:27][O:26][C:25]([CH3:28])([CH3:29])[O:24][CH2:23]1, predict the reactants needed to synthesize it. (2) Given the product [C:11]([O:10][C:9]([NH:8][C:6]1[N:7]=[C:2]([C:32]2[S:31][C:30]([C:18]3([OH:17])[CH2:23][CH2:22][C@H:21]([C:24]([O:26][CH2:27][CH3:28])=[O:25])[C@H:20]([CH3:29])[CH2:19]3)=[N:34][CH:33]=2)[CH:3]=[C:4]([CH3:16])[CH:5]=1)=[O:15])([CH3:14])([CH3:13])[CH3:12], predict the reactants needed to synthesize it. The reactants are: Br[C:2]1[N:7]=[C:6]([NH:8][C:9](=[O:15])[O:10][C:11]([CH3:14])([CH3:13])[CH3:12])[CH:5]=[C:4]([CH3:16])[CH:3]=1.[OH:17][C:18]1([C:30]2[S:31][CH:32]=[CH:33][N:34]=2)[CH2:23][CH2:22][C@H:21]([C:24]([O:26][CH2:27][CH3:28])=[O:25])[C@H:20]([CH3:29])[CH2:19]1.C(=O)([O-])[O-].[K+].[K+].C(O)(=O)C(C)(C)C.C(P(C12CC3CC(CC(C3)C1)C2)C12CC3CC(CC(C3)C1)C2)CCC. (3) Given the product [Cl:23][C:24]1[CH:29]=[C:28]([C:30]2([C:32]([F:35])([F:33])[F:34])[O:1][N:2]=[C:3]([C:4]3[CH:14]=[CH:13][C:7]([CH2:8][NH:9][C:10](=[O:12])[CH3:11])=[CH:6][CH:5]=3)[CH2:31]2)[CH:27]=[C:26]([Cl:36])[CH:25]=1, predict the reactants needed to synthesize it. The reactants are: [OH:1][N:2]=[CH:3][C:4]1[CH:14]=[CH:13][C:7]([CH2:8][NH:9][C:10](=[O:12])[CH3:11])=[CH:6][CH:5]=1.ClN1C(=O)CCC1=O.[Cl:23][C:24]1[CH:29]=[C:28]([C:30]([C:32]([F:35])([F:34])[F:33])=[CH2:31])[CH:27]=[C:26]([Cl:36])[CH:25]=1.C(N(CC)CC)C. (4) Given the product [F:1][C:2]1[CH:3]=[C:4]([C:5]2[N:6]=[CH:13][O:8][N:7]=2)[CH:9]=[CH:10][C:11]=1[CH3:12], predict the reactants needed to synthesize it. The reactants are: [F:1][C:2]1[CH:3]=[C:4]([CH:9]=[CH:10][C:11]=1[CH3:12])[C:5](=[N:7][OH:8])[NH2:6].[CH:13](OCC)(OCC)OCC.C(#N)C. (5) Given the product [CH2:1]([C@H:8]1[N:13]([C:14]([C:16]2[N:17]=[CH:18][N:19]([C:27]3[CH:32]=[CH:31][CH:30]=[C:29]([OH:33])[CH:28]=3)[C:20]=2[C:21]2[CH:26]=[CH:25][CH:24]=[CH:23][CH:22]=2)=[O:15])[CH2:12][CH2:11][N:10]([C:41]([O:43][C:44]([CH3:47])([CH3:46])[CH3:45])=[O:42])[CH2:9]1)[C:2]1[CH:7]=[CH:6][CH:5]=[CH:4][CH:3]=1, predict the reactants needed to synthesize it. The reactants are: [CH2:1]([C@H:8]1[N:13]([C:14]([C:16]2[N:17]=[CH:18][N:19]([C:27]3[CH:32]=[CH:31][CH:30]=[C:29]([O:33]CC4C=CC=CC=4)[CH:28]=3)[C:20]=2[C:21]2[CH:26]=[CH:25][CH:24]=[CH:23][CH:22]=2)=[O:15])[CH2:12][CH2:11][N:10]([C:41]([O:43][C:44]([CH3:47])([CH3:46])[CH3:45])=[O:42])[CH2:9]1)[C:2]1[CH:7]=[CH:6][CH:5]=[CH:4][CH:3]=1. (6) Given the product [C:12]1([CH2:16][CH2:29][CH2:28][CH2:27][CH2:26][CH2:25][NH2:31])[CH:11]=[CH:10][CH:15]=[CH:14][CH:13]=1, predict the reactants needed to synthesize it. The reactants are: P([O-])([O-])([O-])=O.[K+].[K+].[K+].C[C:10]1[CH:15]=[CH:14][CH:13]=[C:12]([CH3:16])[C:11]=1O.IC1C=CC=CC=1.[CH2:25]([NH2:31])[CH2:26][CH2:27][CH2:28][CH2:29]C.CCCCCCCCCCCC. (7) Given the product [CH:59]([C:36]1[C:37]2[C:42](=[CH:41][C:40]([O:43][C:44]3[CH:45]=[C:46]([NH:50][C:51]([C:53]4[S:54][C:55]([CH3:58])=[CH:56][N:57]=4)=[O:52])[CH:47]=[CH:48][CH:49]=3)=[CH:39][CH:38]=2)[NH:34][N:35]=1)=[CH:60][C:61]1[CH:66]=[CH:65][CH:64]=[CH:63][CH:62]=1, predict the reactants needed to synthesize it. The reactants are: C(C1C2CCC(OC3C=C(N)C=CC=3)=CC=2NN=1)=CC1C=CC=CC=1.CC1SC(C([N:34]2[C:42]3[C:37](=[CH:38][CH:39]=[C:40]([O:43][C:44]4[CH:45]=[C:46]([NH:50][C:51]([C:53]5[S:54][C:55]([CH3:58])=[CH:56][N:57]=5)=[O:52])[CH:47]=[CH:48][CH:49]=4)[CH:41]=3)[C:36]([CH:59]=[CH:60][C:61]3[CH:66]=[CH:65][CH:64]=[CH:63][CH:62]=3)=[N:35]2)=O)=NC=1.CC1SC(C(O)=O)=NC=1.CN(C(ON1N=NC2C=CC=NC1=2)=[N+](C)C)C.F[P-](F)(F)(F)(F)F.C(C1C(=O)C(Cl)=C(Cl)C(=O)C=1C#N)#N. (8) Given the product [Cl:1][C:2]1[CH:3]=[C:4]([C:8]2[CH:13]=[C:12]([CH:11]=[CH:10][C:9]=2[O:17][CH3:18])[NH2:14])[CH:5]=[CH:6][CH:7]=1, predict the reactants needed to synthesize it. The reactants are: [Cl:1][C:2]1[CH:3]=[C:4]([C:8]2[CH:13]=[C:12]([N+:14]([O-])=O)[CH:11]=[CH:10][C:9]=2[O:17][CH3:18])[CH:5]=[CH:6][CH:7]=1.[H][H]. (9) Given the product [F:1][C:2]1[CH:3]=[CH:4][C:5]([N:8]2[C:16]3[C:11](=[CH:12][C:13]([O:17][C@H:18]([C:22]4[CH:27]=[CH:26][CH:25]=[C:24]([O:28][CH3:29])[CH:23]=4)[C@@H:19]([NH:21][C:36]([C:32]4[CH:33]=[N:34][O:35][C:31]=4[CH3:30])=[O:37])[CH3:20])=[CH:14][CH:15]=3)[CH:10]=[N:9]2)=[CH:6][CH:7]=1, predict the reactants needed to synthesize it. The reactants are: [F:1][C:2]1[CH:7]=[CH:6][C:5]([N:8]2[C:16]3[C:11](=[CH:12][C:13]([O:17][C@H:18]([C:22]4[CH:27]=[CH:26][CH:25]=[C:24]([O:28][CH3:29])[CH:23]=4)[C@@H:19]([NH2:21])[CH3:20])=[CH:14][CH:15]=3)[CH:10]=[N:9]2)=[CH:4][CH:3]=1.[CH3:30][C:31]1[O:35][N:34]=[CH:33][C:32]=1[C:36](O)=[O:37]. (10) The reactants are: Cl[C:2]1[N:3]=[C:4]([N:23]2[CH2:28][CH2:27][O:26][CH2:25][CH2:24]2)[C:5]2[N:11]=[C:10]([CH2:12][N:13]3[CH2:18][CH2:17][CH:16]([C:19]([OH:22])([CH3:21])[CH3:20])[CH2:15][CH2:14]3)[CH:9]=[CH:8][C:6]=2[N:7]=1.C1(S([N:38]2[C:46]3[C:41](=[CH:42][CH:43]=[CH:44][CH:45]=3)[C:40](B(O)O)=[CH:39]2)(=O)=O)C=CC=CC=1.[OH-].[K+]. Given the product [NH:38]1[C:46]2[C:41](=[CH:42][CH:43]=[CH:44][CH:45]=2)[C:40]([C:2]2[N:3]=[C:4]([N:23]3[CH2:28][CH2:27][O:26][CH2:25][CH2:24]3)[C:5]3[N:11]=[C:10]([CH2:12][N:13]4[CH2:18][CH2:17][CH:16]([C:19]([OH:22])([CH3:21])[CH3:20])[CH2:15][CH2:14]4)[CH:9]=[CH:8][C:6]=3[N:7]=2)=[CH:39]1, predict the reactants needed to synthesize it.